From a dataset of Reaction yield outcomes from USPTO patents with 853,638 reactions. Predict the reaction yield, written as a fraction of the theoretical maximum amount of product (1.0 means a 100% yield; for example, 0.34 means a 34% yield). (1) The reactants are [N:1]1[C:2]([CH2:10][OH:11])=[CH:3][N:4]2[CH:9]=[CH:8][CH:7]=[CH:6][C:5]=12.[Cl:12]N1C(=O)CCC1=O. The catalyst is CN(C=O)C. The product is [Cl:12][C:3]1[N:4]2[CH:9]=[CH:8][CH:7]=[CH:6][C:5]2=[N:1][C:2]=1[CH2:10][OH:11]. The yield is 0.650. (2) The product is [O:38]=[C:39]1[C:47]2[C:42](=[CH:43][CH:44]=[C:45]([C:48]3[CH:49]=[CH:50][C:51]([NH:54][C:55]([NH:57][C:58]4[CH:63]=[CH:62][CH:61]=[C:60]([C:64]([F:66])([F:65])[F:67])[CH:59]=4)=[O:56])=[CH:52][CH:53]=3)[CH:46]=2)[CH2:41][N:40]1[C@@H:68]([C:73]1[CH:74]=[CH:75][CH:76]=[CH:77][CH:78]=1)[C:69]([OH:71])=[O:70]. No catalyst specified. The reactants are CC(C)[C@@H](N1CC2C(=CC(C3C=CC(NC(NC4C=CC=C(C(F)(F)F)C=4)=O)=CC=3)=CC=2)C1=O)C(O)=O.[O:38]=[C:39]1[C:47]2[C:42](=[CH:43][CH:44]=[C:45]([C:48]3[CH:53]=[CH:52][C:51]([NH:54][C:55]([NH:57][C:58]4[CH:63]=[CH:62][CH:61]=[C:60]([C:64]([F:67])([F:66])[F:65])[CH:59]=4)=[O:56])=[CH:50][CH:49]=3)[CH:46]=2)[CH2:41][N:40]1[C@@H:68]([C:73]1[CH:78]=[CH:77][CH:76]=[CH:75][CH:74]=1)[C:69]([O:71]C)=[O:70]. The yield is 0.820. (3) The reactants are [C:1]([NH:5][C:6]1[C:7]([CH3:24])=[N:8][C:9]2[C:14]([N:15]=1)=[C:13]([C:16]1[CH:17]=[C:18]([C:21]([NH2:23])=[O:22])[NH:19][CH:20]=1)[CH:12]=[CH:11][CH:10]=2)([CH3:4])([CH3:3])[CH3:2].N1([C:30](N2C=CN=C2)=[O:31])C=CN=C1.[H-].[Na+]. The catalyst is C1COCC1.CN(C=O)C. The product is [C:1]([NH:5][C:6]1[C:7]([CH3:24])=[N:8][C:9]2[C:14]([N:15]=1)=[C:13]([C:16]1[CH:17]=[C:18]3[C:21](=[O:22])[NH:23][C:30](=[O:31])[N:19]3[CH:20]=1)[CH:12]=[CH:11][CH:10]=2)([CH3:4])([CH3:3])[CH3:2]. The yield is 0.510. (4) The reactants are [C:1]1([CH2:7][CH2:8][C:9]([C:11]2[C:17]([OH:18])=[CH:16][C:15]([OH:19])=[CH:14][C:12]=2[OH:13])=[O:10])[CH:6]=[CH:5][CH:4]=[CH:3][CH:2]=1.[CH3:20]C(CC1C=CC=CC=1)C(O)=O. No catalyst specified. The product is [CH3:20][C:16]1[C:17]([OH:18])=[C:11]([C:9](=[O:10])[CH2:8][CH2:7][C:1]2[CH:2]=[CH:3][CH:4]=[CH:5][CH:6]=2)[C:12]([OH:13])=[CH:14][C:15]=1[OH:19]. The yield is 0.130. (5) The reactants are N(C(OC(C)C)=O)=NC(OC(C)C)=O.[C:15]([O:26][CH3:27])(=[O:25])[C:16]1[CH:24]=[CH:23][C:21]([OH:22])=[C:18]([O:19][CH3:20])[CH:17]=1.[C:28]([O:33][CH3:34])(=[O:32])[C@@H:29]([CH3:31])O.C1(P(C2C=CC=CC=2)C2C=CC=CC=2)C=CC=CC=1. The catalyst is O1CCCC1. The product is [CH3:27][O:26][C:15](=[O:25])[C:16]1[CH:24]=[CH:23][C:21]([O:22][C@H:29]([C:28]([O:33][CH3:34])=[O:32])[CH3:31])=[C:18]([O:19][CH3:20])[CH:17]=1. The yield is 0.710. (6) The reactants are [S:1]1[CH:5]=[CH:4][CH:3]=[C:2]1[C:6]([OH:8])=[O:7].C([Li])CCC.C1C=CC(S(N(S(C2C=CC=CC=2)(=O)=O)[F:24])(=O)=O)=CC=1.Cl. The catalyst is C1COCC1.C(OCC)C. The product is [F:24][C:3]1[CH:4]=[CH:5][S:1][C:2]=1[C:6]([OH:8])=[O:7]. The yield is 0.400. (7) The reactants are [Cl:1][C:2]1[CH:7]=[CH:6][C:5]([O:8][C:9]2[C:14]([F:15])=[CH:13][C:12]([CH2:16][CH2:17][O:18][C:19]3[NH:20][CH:21]=[C:22]([CH2:26][CH3:27])[C:23](=[O:25])[N:24]=3)=[CH:11][C:10]=2[F:28])=[CH:4][C:3]=1[C:29]([F:32])([F:31])[F:30].[CH3:33]CN(C(C)C)C(C)C.CI. The catalyst is C(Cl)Cl. The product is [Cl:1][C:2]1[CH:7]=[CH:6][C:5]([O:8][C:9]2[C:14]([F:15])=[CH:13][C:12]([CH2:16][CH2:17][O:18][C:19]3[N:20]([CH3:33])[CH:21]=[C:22]([CH2:26][CH3:27])[C:23](=[O:25])[N:24]=3)=[CH:11][C:10]=2[F:28])=[CH:4][C:3]=1[C:29]([F:31])([F:32])[F:30]. The yield is 0.144. (8) The reactants are [NH4+].[OH-].Cl.[CH3:4][C:5]1[C:10]([C:11]([OH:13])=[O:12])=[CH:9][N:8]=[CH:7][CH:6]=1. The catalyst is O. The product is [CH3:4][CH:5]1[CH2:6][CH2:7][NH:8][CH2:9][CH:10]1[C:11]([OH:13])=[O:12]. The yield is 0.620. (9) The reactants are [F:1][C:2]1[CH:7]=[CH:6][C:5]([CH:8]2[CH:17]([C:18]3[S:19][CH:20]=[CH:21][N:22]=3)[C:16](=O)[C:15]3[C:14]([C:24]([O:26]CC)=O)=[CH:13][CH:12]=[CH:11][C:10]=3[NH:9]2)=[CH:4][CH:3]=1.O.[NH2:30][NH2:31]. The catalyst is CO. The product is [F:1][C:2]1[CH:7]=[CH:6][C:5]([CH:8]2[NH:9][C:10]3[C:15]4[C:16](=[N:30][NH:31][C:24](=[O:26])[C:14]=4[CH:13]=[CH:12][CH:11]=3)[CH:17]2[C:18]2[S:19][CH:20]=[CH:21][N:22]=2)=[CH:4][CH:3]=1. The yield is 0.0200.